Dataset: Full USPTO retrosynthesis dataset with 1.9M reactions from patents (1976-2016). Task: Predict the reactants needed to synthesize the given product. The reactants are: [Cl:1][C:2]1[CH:24]=[CH:23][C:5]([CH2:6][NH:7][C:8]([C:10]2[C:11](=[O:22])[C:12]3[CH:20]=[C:19](I)[S:18][C:13]=3[N:14]([CH2:16][CH3:17])[CH:15]=2)=[O:9])=[CH:4][CH:3]=1.[CH2:25]([OH:28])[C:26]#[CH:27]. Given the product [Cl:1][C:2]1[CH:24]=[CH:23][C:5]([CH2:6][NH:7][C:8]([C:10]2[C:11](=[O:22])[C:12]3[CH:20]=[C:19]([C:27]#[C:26][CH2:25][OH:28])[S:18][C:13]=3[N:14]([CH2:16][CH3:17])[CH:15]=2)=[O:9])=[CH:4][CH:3]=1, predict the reactants needed to synthesize it.